This data is from CYP2D6 inhibition data for predicting drug metabolism from PubChem BioAssay. The task is: Regression/Classification. Given a drug SMILES string, predict its absorption, distribution, metabolism, or excretion properties. Task type varies by dataset: regression for continuous measurements (e.g., permeability, clearance, half-life) or binary classification for categorical outcomes (e.g., BBB penetration, CYP inhibition). Dataset: cyp2d6_veith. (1) The drug is CNC[C@H](O)c1ccc(O)c(O)c1.O=C(O)[C@@H](O)[C@@H](O)C(=O)O. The result is 0 (non-inhibitor). (2) The compound is COc1ccc(NC(=O)C(F)(F)F)cc1OC. The result is 0 (non-inhibitor). (3) The molecule is O=c1c(-c2ccccc2)nc2cncnc2n1C1CC1. The result is 0 (non-inhibitor). (4) The compound is O=C1CCC[C@H]2O[C@]12[C@@H](O)CCc1ccccc1. The result is 0 (non-inhibitor).